From a dataset of Full USPTO retrosynthesis dataset with 1.9M reactions from patents (1976-2016). Predict the reactants needed to synthesize the given product. (1) Given the product [F:29][C:30]1[CH:35]=[CH:34][C:33]([C:14]2[N:15]=[C:11]([C:10]3[C:2]([CH3:1])=[N:3][N:4]4[CH:9]=[CH:8][CH:7]=[CH:6][C:5]=34)[S:12][C:13]=2[C:24]([O:26][CH2:27][CH3:28])=[O:25])=[CH:32][CH:31]=1, predict the reactants needed to synthesize it. The reactants are: [CH3:1][C:2]1[C:10]([C:11]2[S:12][C:13]([C:24]([O:26][CH2:27][CH3:28])=[O:25])=[C:14](OS(C(F)(F)F)(=O)=O)[N:15]=2)=[C:5]2[CH:6]=[CH:7][CH:8]=[CH:9][N:4]2[N:3]=1.[F:29][C:30]1[CH:35]=[CH:34][C:33](B(O)O)=[CH:32][CH:31]=1.C(=O)([O-])[O-].[Cs+].[Cs+].O. (2) Given the product [ClH:24].[NH2:14][CH2:2][C:3]1[CH:12]=[CH:11][C:6]([C:7]([O:9][CH3:10])=[O:8])=[CH:5][N:4]=1, predict the reactants needed to synthesize it. The reactants are: Br[CH2:2][C:3]1[CH:12]=[CH:11][C:6]([C:7]([O:9][CH3:10])=[O:8])=[CH:5][N:4]=1.C1N2CN3CN(C2)C[N:14]1C3.C(Cl)(Cl)[Cl:24]. (3) Given the product [CH3:1][C:2]1([CH3:10])[C:6]([O:7][S:28]([C:31]([F:34])([F:33])[F:32])(=[O:30])=[O:29])=[CH:5][C:4]([CH3:9])([CH3:8])[O:3]1, predict the reactants needed to synthesize it. The reactants are: [CH3:1][C:2]1([CH3:10])[C:6](=[O:7])[CH2:5][C:4]([CH3:9])([CH3:8])[O:3]1.C[Si]([N-][Si](C)(C)C)(C)C.[K+].C1C=CC(N([S:28]([C:31]([F:34])([F:33])[F:32])(=[O:30])=[O:29])[S:28]([C:31]([F:34])([F:33])[F:32])(=[O:30])=[O:29])=CC=1. (4) The reactants are: CN1CCNCC1.[CH3:8][N:9]1[CH2:14][CH2:13][N:12]([CH2:15][CH2:16][CH2:17][NH:18][C:19]([C:21]2[CH:38]=[CH:37][C:24]3[NH:25][C:26]([C:28]4[N:29]=[N:30][C:31]5[C:36]=4[CH2:35][CH:34]=[CH:33][CH:32]=5)=[N:27][C:23]=3[CH:22]=2)=[O:20])[CH2:11][CH2:10]1. Given the product [CH3:8][N:9]1[CH2:14][CH2:13][N:12]([CH2:15][CH2:16][CH2:17][NH:18][C:19]([C:21]2[CH:38]=[CH:37][C:24]3[NH:25][C:26]([C:28]4[C:36]5[C:31](=[CH:32][CH:33]=[CH:34][CH:35]=5)[NH:30][N:29]=4)=[N:27][C:23]=3[CH:22]=2)=[O:20])[CH2:11][CH2:10]1, predict the reactants needed to synthesize it.